Dataset: Forward reaction prediction with 1.9M reactions from USPTO patents (1976-2016). Task: Predict the product of the given reaction. (1) Given the reactants [NH:1]1[CH2:8][CH2:7][CH2:6][C@H:2]1[C:3]([OH:5])=[O:4].[O:9]=C(CCC(O)=O)C(O)=O.O=C1O[C@H]([C@H](CO)O)C(O)=C1O, predict the reaction product. The product is: [OH:9][C@H:7]1[CH2:8][NH:1][C@H:2]([C:3]([OH:5])=[O:4])[CH2:6]1. (2) Given the reactants [CH2:1]([O:3][C:4](=[O:44])[CH2:5][CH2:6][CH2:7][O:8][C:9]1[CH:14]=[CH:13][C:12]([NH:15][C:16]2[C:21]([N+:22]([O-])=O)=[CH:20][N:19]=[C:18]([NH:25][C:26]3[CH:31]=[CH:30][C:29]([O:32][CH2:33][CH2:34][CH2:35][NH:36][C:37]([O:39][C:40]([CH3:43])([CH3:42])[CH3:41])=[O:38])=[CH:28][CH:27]=3)[N:17]=2)=[CH:11][CH:10]=1)[CH3:2], predict the reaction product. The product is: [CH2:1]([O:3][C:4](=[O:44])[CH2:5][CH2:6][CH2:7][O:8][C:9]1[CH:14]=[CH:13][C:12]([NH:15][C:16]2[C:21]([NH2:22])=[CH:20][N:19]=[C:18]([NH:25][C:26]3[CH:27]=[CH:28][C:29]([O:32][CH2:33][CH2:34][CH2:35][NH:36][C:37]([O:39][C:40]([CH3:43])([CH3:42])[CH3:41])=[O:38])=[CH:30][CH:31]=3)[N:17]=2)=[CH:11][CH:10]=1)[CH3:2]. (3) Given the reactants FC1C(O[C:9](=[O:31])[NH:10][C@@H:11]2[CH2:16][CH2:15][CH2:14][N:13]([C:17]3[S:18][C:19]([NH:24][C:25]4[CH:30]=[CH:29][CH:28]=[CH:27][N:26]=4)=[C:20]([C:22]#[N:23])[N:21]=3)[CH2:12]2)=C(F)C(F)=C(F)C=1F.[CH2:36]1[C:44]2[C:39](=[CH:40][CH:41]=[CH:42][CH:43]=2)[CH2:38][NH:37]1.C(N(C(C)C)CC)(C)C, predict the reaction product. The product is: [C:22]([C:20]1[N:21]=[C:17]([N:13]2[CH2:14][CH2:15][CH2:16][C@@H:11]([NH:10][C:9]([N:37]3[CH2:38][C:39]4[C:44](=[CH:43][CH:42]=[CH:41][CH:40]=4)[CH2:36]3)=[O:31])[CH2:12]2)[S:18][C:19]=1[NH:24][C:25]1[CH:30]=[CH:29][CH:28]=[CH:27][N:26]=1)#[N:23]. (4) Given the reactants [Cl:1][C:2]1[C:10]([Cl:11])=[CH:9][CH:8]=[CH:7][C:3]=1[C:4]([OH:6])=O.[F:12][C:13]1[CH:18]=[CH:17][C:16]([CH:19]([N:22]2[CH2:27][CH2:26][O:25][CH2:24][CH2:23]2)[CH2:20][NH2:21])=[CH:15][CH:14]=1, predict the reaction product. The product is: [Cl:1][C:2]1[C:10]([Cl:11])=[CH:9][CH:8]=[CH:7][C:3]=1[C:4]([NH:21][CH2:20][CH:19]([C:16]1[CH:17]=[CH:18][C:13]([F:12])=[CH:14][CH:15]=1)[N:22]1[CH2:27][CH2:26][O:25][CH2:24][CH2:23]1)=[O:6]. (5) Given the reactants [CH3:1][N:2]1[CH2:7][CH2:6][N:5]([CH2:8][C:9]([O-:11])=O)[CH2:4][CH:3]1[CH2:12][O:13][Si:14]([CH:21]([CH3:23])[CH3:22])([CH:18]([CH3:20])[CH3:19])[CH:15]([CH3:17])[CH3:16].[Na+].[F:25][C:26]1[CH:27]=[CH:28][C:29]([NH:32][NH2:33])=[N:30][CH:31]=1.C1C=CC2N(O)N=NC=2C=1.C(Cl)CCl, predict the reaction product. The product is: [F:25][C:26]1[CH:27]=[CH:28][C:29]([NH:32][NH:33][C:9](=[O:11])[CH2:8][N:5]2[CH2:6][CH2:7][N:2]([CH3:1])[CH:3]([CH2:12][O:13][Si:14]([CH:21]([CH3:22])[CH3:23])([CH:18]([CH3:19])[CH3:20])[CH:15]([CH3:16])[CH3:17])[CH2:4]2)=[N:30][CH:31]=1. (6) Given the reactants [Cl:1][C:2]1[C:3]([F:14])=[C:4]([NH:10]C(=O)C)[CH:5]=[CH:6][C:7]=1[C:8]#[N:9].C(=O)([O-])O.[Na+], predict the reaction product. The product is: [NH2:10][C:4]1[CH:5]=[CH:6][C:7]([C:8]#[N:9])=[C:2]([Cl:1])[C:3]=1[F:14]. (7) Given the reactants [CH2:1]([O:19][CH:20]1[CH:25]([O:26][CH2:27][CH2:28][CH2:29][CH2:30][CH2:31][CH2:32][CH2:33][CH2:34][CH2:35][CH2:36][CH2:37][CH2:38][CH2:39][CH2:40][CH2:41][CH2:42][CH2:43][CH3:44])[CH:24]([O:45][CH2:46][CH2:47][CH2:48][CH2:49][CH2:50][CH2:51][CH2:52][CH2:53][CH2:54][CH2:55][CH2:56][CH2:57][CH2:58][CH2:59][CH2:60][CH2:61][CH2:62][CH3:63])[CH2:23][CH:22]([CH2:64][OH:65])[CH2:21]1)[CH2:2][CH2:3][CH2:4][CH2:5][CH2:6][CH2:7][CH2:8][CH2:9][CH2:10][CH2:11][CH2:12][CH2:13][CH2:14][CH2:15][CH2:16][CH2:17][CH3:18].O[C:67]1[CH:79]=[CH:78][C:77]2[C:76]3[C:71](=[CH:72][CH:73]=[CH:74][CH:75]=3)[C:70](=[O:80])[C:69]=2[CH:68]=1.C1(P(C2C=CC=CC=2)C2C=CC=CC=2)C=CC=CC=1, predict the reaction product. The product is: [CH2:1]([O:19][CH:20]1[CH:25]([O:26][CH2:27][CH2:28][CH2:29][CH2:30][CH2:31][CH2:32][CH2:33][CH2:34][CH2:35][CH2:36][CH2:37][CH2:38][CH2:39][CH2:40][CH2:41][CH2:42][CH2:43][CH3:44])[CH:24]([O:45][CH2:46][CH2:47][CH2:48][CH2:49][CH2:50][CH2:51][CH2:52][CH2:53][CH2:54][CH2:55][CH2:56][CH2:57][CH2:58][CH2:59][CH2:60][CH2:61][CH2:62][CH3:63])[CH2:23][CH:22]([CH2:64][O:65][C:67]2[CH:79]=[CH:78][C:77]3[C:76]4[C:71](=[CH:72][CH:73]=[CH:74][CH:75]=4)[C:70](=[O:80])[C:69]=3[CH:68]=2)[CH2:21]1)[CH2:2][CH2:3][CH2:4][CH2:5][CH2:6][CH2:7][CH2:8][CH2:9][CH2:10][CH2:11][CH2:12][CH2:13][CH2:14][CH2:15][CH2:16][CH2:17][CH3:18]. (8) The product is: [C:1]([O:5][C:6]([NH:8][C@@H:9]([CH2:37][C:38]1[CH:43]=[CH:42][CH:41]=[CH:40][CH:39]=1)[C@@H:10]([OH:29])[CH2:11][C@H:12]([NH:63][C:66](=[O:51])[O:75][CH2:68][C:69]1[CH:74]=[CH:73][CH:72]=[CH:71][CH:70]=1)[CH2:16][C:17]1[CH:22]=[CH:21][C:20]([C:23]2[CH:28]=[CH:27][CH:26]=[CH:25][N:24]=2)=[CH:19][CH:18]=1)=[O:7])([CH3:3])([CH3:2])[CH3:4]. Given the reactants [C:1]([O:5][C:6]([NH:8][C@@H:9]([CH2:37][C:38]1[CH:43]=[CH:42][CH:41]=[CH:40][CH:39]=1)[C@@H:10]([O:29][Si](C(C)(C)C)(C)C)[CH2:11][CH:12]([CH2:16][C:17]1[CH:22]=[CH:21][C:20]([C:23]2[CH:28]=[CH:27][CH:26]=[CH:25][N:24]=2)=[CH:19][CH:18]=1)C(O)=O)=[O:7])([CH3:4])([CH3:3])[CH3:2].C1C=CC(P(N=[N+]=[N-])(C2C=CC=CC=2)=[O:51])=CC=1.C([N:63]([CH2:66]C)CC)C.[CH2:68]([OH:75])[C:69]1[CH:74]=[CH:73][CH:72]=[CH:71][CH:70]=1, predict the reaction product. (9) Given the reactants [CH2:1]([O:3][C:4]([C:6]1[S:10][C:9]([C:11]2[CH:16]=[CH:15][CH:14]=[C:13]([O:17][CH3:18])[CH:12]=2)=[N:8][C:7]=1[CH3:19])=[O:5])[CH3:2].[Br:20]N1C(=O)CCC1=O, predict the reaction product. The product is: [CH2:1]([O:3][C:4]([C:6]1[S:10][C:9]([C:11]2[CH:16]=[CH:15][CH:14]=[C:13]([O:17][CH3:18])[CH:12]=2)=[N:8][C:7]=1[CH2:19][Br:20])=[O:5])[CH3:2]. (10) The product is: [C:9]([O:13][C:14]([NH:1][CH:2]([CH2:6][O:7][CH3:8])[C:3]([OH:5])=[O:4])=[O:15])([CH3:12])([CH3:11])[CH3:10]. Given the reactants [NH2:1][CH:2]([CH2:6][O:7][CH3:8])[C:3]([OH:5])=[O:4].[C:9]([O:13][C:14](O[C:14]([O:13][C:9]([CH3:12])([CH3:11])[CH3:10])=[O:15])=[O:15])([CH3:12])([CH3:11])[CH3:10].[OH-].[Na+], predict the reaction product.